From a dataset of Forward reaction prediction with 1.9M reactions from USPTO patents (1976-2016). Predict the product of the given reaction. (1) The product is: [Cl:5][CH2:4][CH2:3][CH2:2][N:12]1[CH2:17][CH2:16][O:15][CH2:14][CH2:13]1. Given the reactants Br[CH2:2][CH2:3][CH2:4][Cl:5].C(=O)([O-])[O-].[K+].[K+].[NH:12]1[CH2:17][CH2:16][O:15][CH2:14][CH2:13]1, predict the reaction product. (2) Given the reactants Cl[C:2]1[CH:7]=[N:6][CH:5]=[C:4]([C:8]2[CH:13]=[CH:12][C:11]([F:14])=[CH:10][CH:9]=2)[N:3]=1.[NH2:15][NH2:16], predict the reaction product. The product is: [F:14][C:11]1[CH:12]=[CH:13][C:8]([C:4]2[NH:3]/[C:2](=[N:15]\[NH2:16])/[CH:7]=[N:6][CH:5]=2)=[CH:9][CH:10]=1. (3) Given the reactants [C:1]1([C:11]2[CH:16]=[CH:15][CH:14]=[CH:13][CH:12]=2)[CH:6]=[CH:5][C:4]([CH2:7][C:8]([OH:10])=O)=[CH:3][CH:2]=1.CCN(C(C)C)C(C)C.C1CN([P+](ON2N=NC3C=CC=CC2=3)(N2CCCC2)N2CCCC2)CC1.F[P-](F)(F)(F)(F)F.[F:59][C:60]1[CH:61]=[C:62]([CH:65]=[CH:66][CH:67]=1)[CH2:63][NH2:64].Cl, predict the reaction product. The product is: [F:59][C:60]1[CH:61]=[C:62]([CH:65]=[CH:66][CH:67]=1)[CH2:63][NH:64][C:8](=[O:10])[CH2:7][C:4]1[CH:3]=[CH:2][C:1]([C:11]2[CH:16]=[CH:15][CH:14]=[CH:13][CH:12]=2)=[CH:6][CH:5]=1. (4) Given the reactants [N+:1]([C:4]1[CH:5]=[C:6]([CH:16]=[CH:17][CH:18]=1)[CH2:7][S:8][C:9]1[CH:15]=[CH:14][CH:13]=[CH:12][C:10]=1[NH2:11])([O-:3])=[O:2].[O:19]1[C:23]2[CH:24]=[CH:25][CH:26]=[CH:27][C:22]=2[CH:21]=[C:20]1[S:28](Cl)(=[O:30])=[O:29], predict the reaction product. The product is: [N+:1]([C:4]1[CH:5]=[C:6]([CH:16]=[CH:17][CH:18]=1)[CH2:7][S:8][C:9]1[CH:15]=[CH:14][CH:13]=[CH:12][C:10]=1[NH:11][S:28]([C:20]1[O:19][C:23]2[CH:24]=[CH:25][CH:26]=[CH:27][C:22]=2[CH:21]=1)(=[O:29])=[O:30])([O-:3])=[O:2]. (5) Given the reactants [CH3:1][C:2]1[CH:7]=[CH:6][C:5]([S:8]([O-:10])=[O:9])=[CH:4][CH:3]=1.[Na+].CC(OC)(C)C.Cl, predict the reaction product. The product is: [CH3:1][C:2]1[CH:7]=[CH:6][C:5]([S:8]([OH:10])=[O:9])=[CH:4][CH:3]=1. (6) The product is: [CH2:1]([C:5]1[CH:12]=[CH:11][C:8]([CH2:9][Br:14])=[CH:7][CH:6]=1)[CH:2]([CH3:4])[CH3:3]. Given the reactants [CH2:1]([C:5]1[CH:12]=[CH:11][C:8]([CH2:9]O)=[CH:7][CH:6]=1)[CH:2]([CH3:4])[CH3:3].P(Br)(Br)[Br:14], predict the reaction product. (7) The product is: [CH3:1][C:2]1[N:3]([CH2:10][C:11]2[CH:12]=[N:13][CH:14]=[CH:15][CH:16]=2)/[C:4](=[N:8]/[C:27]([C:17]23[CH2:26][CH:21]4[CH2:20][CH:19]([CH2:25][CH:23]([CH2:22]4)[CH2:24]2)[CH2:18]3)=[O:28])/[S:5][C:6]=1[CH3:7]. Given the reactants [CH3:1][C:2]1[N:3]=[C:4]([NH2:8])[S:5][C:6]=1[CH3:7].Br[CH2:10][C:11]1[CH:12]=[N:13][CH:14]=[CH:15][CH:16]=1.[C:17]12([C:27](O)=[O:28])[CH2:26][CH:21]3[CH2:22][CH:23]([CH2:25][CH:19]([CH2:20]3)[CH2:18]1)[CH2:24]2, predict the reaction product. (8) Given the reactants [O:1]1[CH2:6][CH2:5][CH2:4][O:3][CH:2]1[CH2:7][CH2:8][N:9]1[CH2:14][CH2:13][CH:12]([N:15]([CH2:30][C:31]2[CH:36]=[CH:35][C:34]([F:37])=[CH:33][CH:32]=2)C(=O)CC2C=CC(OC(F)(F)F)=CC=2)[CH2:11][CH2:10]1.C(O)[C@@H](O)C, predict the reaction product. The product is: [O:1]1[CH2:6][CH2:5][CH2:4][O:3][CH:2]1[CH2:7][CH2:8][N:9]1[CH2:10][CH2:11][CH:12]([NH:15][CH2:30][C:31]2[CH:36]=[CH:35][C:34]([F:37])=[CH:33][CH:32]=2)[CH2:13][CH2:14]1. (9) The product is: [NH2:1][C@H:2]([C:6]([O:8][CH2:9][C@H:10]([CH2:23][CH2:24][O:25][C:26](=[O:44])[CH2:27][CH2:28][CH2:29][CH2:30][CH2:31][CH2:32][CH2:33][CH2:34][CH2:35][CH2:36][CH2:37][CH2:38][CH2:39][CH2:40][CH2:41][CH2:42][CH3:43])[CH2:11][N:12]1[CH:20]=[N:19][C:18]2[C:17](=[O:21])[NH:16][C:15]([NH2:22])=[N:14][C:13]1=2)=[O:7])[CH:3]([CH3:5])[CH3:4].[F:45][C:46]([F:51])([F:50])[C:47]([O-:49])=[O:48]. Given the reactants [NH2:1][C@H:2]([C:6]([O:8][CH2:9][C@H:10]([CH2:23][CH2:24][O:25][C:26](=[O:44])[CH2:27][CH2:28][CH2:29][CH2:30][CH2:31][CH2:32][CH2:33][CH2:34][CH2:35][CH2:36][CH2:37][CH2:38][CH2:39][CH2:40][CH2:41][CH2:42][CH3:43])[CH2:11][N:12]1[CH:20]=[N:19][C:18]2[C:17](=[O:21])[NH:16][C:15]([NH2:22])=[N:14][C:13]1=2)=[O:7])[CH:3]([CH3:5])[CH3:4].[F:45][C:46]([F:51])([F:50])[C:47]([OH:49])=[O:48].C(N[C@H](C(OC[C@H](CCOC(=O)CCCCCCCCCCCCCCCCC)CN1C=NC2C(=O)NC(N)=NC1=2)=O)C(C)C)(OC(C)(C)C)=O, predict the reaction product. (10) The product is: [CH3:1][S:2]([C:5]1[CH:10]=[CH:9][C:8]([C:11]2[CH:12]=[CH:13][C:14]([O:17][CH2:18][CH:19]3[CH2:20][CH2:21][N:22]([CH2:25][C:27]4([C:30]([F:32])([F:33])[F:31])[CH2:28][CH2:29]4)[CH2:23][CH2:24]3)=[CH:15][CH:16]=2)=[CH:7][CH:6]=1)(=[O:4])=[O:3]. Given the reactants [CH3:1][S:2]([C:5]1[CH:10]=[CH:9][C:8]([C:11]2[CH:16]=[CH:15][C:14]([O:17][CH2:18][CH:19]3[CH2:24][CH2:23][N:22]([C:25]([C:27]4([C:30]([F:33])([F:32])[F:31])[CH2:29][CH2:28]4)=O)[CH2:21][CH2:20]3)=[CH:13][CH:12]=2)=[CH:7][CH:6]=1)(=[O:4])=[O:3].[H-].[H-].[H-].[H-].[Li+].[Al+3].O, predict the reaction product.